From a dataset of Catalyst prediction with 721,799 reactions and 888 catalyst types from USPTO. Predict which catalyst facilitates the given reaction. (1) Reactant: [NH2:1][CH2:2][CH2:3][S:4][C:5]1[C:10]([C:11](OC)=[O:12])=[CH:9][C:8]([O:15][CH3:16])=[N:7][CH:6]=1.C1COCC1.C[O-].[Na+]. Product: [CH3:16][O:15][C:8]1[N:7]=[CH:6][C:5]2[S:4][CH2:3][CH2:2][NH:1][C:11](=[O:12])[C:10]=2[CH:9]=1. The catalyst class is: 5. (2) Reactant: [H-].[Na+].[CH3:3][C:4]1[CH:5]=[C:6]([OH:19])[CH:7]=[CH:8][C:9]=1[CH2:10][CH2:11][CH2:12][CH2:13][N:14]1[CH:18]=[CH:17][N:16]=[N:15]1.Cl[CH2:21][C:22]1[C:23]([CH3:35])=[N:24][C:25]([C:28]2[CH:33]=[CH:32][C:31]([Cl:34])=[CH:30][CH:29]=2)=[CH:26][CH:27]=1.O. Product: [Cl:34][C:31]1[CH:32]=[CH:33][C:28]([C:25]2[N:24]=[C:23]([CH3:35])[C:22]([CH2:21][O:19][C:6]3[CH:7]=[CH:8][C:9]([CH2:10][CH2:11][CH2:12][CH2:13][N:14]4[CH:18]=[CH:17][N:16]=[N:15]4)=[C:4]([CH3:3])[CH:5]=3)=[CH:27][CH:26]=2)=[CH:29][CH:30]=1. The catalyst class is: 9.